This data is from Cav3 T-type calcium channel HTS with 100,875 compounds. The task is: Binary Classification. Given a drug SMILES string, predict its activity (active/inactive) in a high-throughput screening assay against a specified biological target. (1) The molecule is S(=O)(=O)(n1nc(nc1N)c1cccnc1)c1ccccc1. The result is 0 (inactive). (2) The drug is FC(F)(F)Oc1cc2C3C(C(Nc2cc1)C(=O)NCC(OC)=O)CC=C3. The result is 0 (inactive). (3) The drug is S(CC(=O)N1CCOCC1)c1n(c(nn1)c1cc(NC(=O)c2c(F)cccc2)ccc1)C. The result is 0 (inactive). (4) The molecule is O1C(CCC1)C(=O)N1CCN(CC1)c1c(OC)cccc1. The result is 0 (inactive). (5) The molecule is O=C(NC(C)(C)C)C(N(C(C)(C)C)C(=O)CCC(=O)Nc1noc(c1)C)c1c(OC)c(OC)ccc1. The result is 0 (inactive). (6) The compound is O(c1cc2C(N(CCc2cc1OC)C)Cc1cc(OC)c(OC)cc1)C. The result is 0 (inactive).